This data is from Forward reaction prediction with 1.9M reactions from USPTO patents (1976-2016). The task is: Predict the product of the given reaction. (1) Given the reactants [CH3:1][CH:2]1[CH2:6][CH2:5][CH2:4][CH2:3]1.C(/[B:10]1[O:18][C:15]([CH3:17])([CH3:16])[C:12]([CH3:14])([CH3:13])[O:11]1)=C\C, predict the reaction product. The product is: [C:2]1(=[CH:1][B:10]2[O:18][C:15]([CH3:17])([CH3:16])[C:12]([CH3:14])([CH3:13])[O:11]2)[CH2:6][CH2:5][CH2:4][CH2:3]1. (2) Given the reactants [CH3:1][C:2]1[C:3]2[CH:4]=[C:5]([OH:35])[CH:6]=[CH:7][C:8]=2[N:9]([CH2:18][C:19]2[CH:20]=[CH:21][C:22]([O:25][CH2:26][CH2:27][N:28]3[CH2:34][CH2:33][CH2:32][CH2:31][CH2:30][CH2:29]3)=[CH:23][CH:24]=2)[C:10]=1[C:11]1[CH:12]=[CH:13][C:14]([OH:17])=[CH:15][CH:16]=1.C1(C)C=CC=CC=1.[C:43]([OH:46])(=[O:45])[CH3:44], predict the reaction product. The product is: [CH3:1][C:2]1[C:3]2[CH:4]=[C:5]([OH:35])[CH:6]=[CH:7][C:8]=2[N:9]([CH2:18][C:19]2[CH:24]=[CH:23][C:22]([O:25][CH2:26][CH2:27][N:28]3[CH2:29][CH2:30][CH2:31][CH2:32][CH2:33][CH2:34]3)=[CH:21][CH:20]=2)[C:10]=1[C:11]1[CH:12]=[CH:13][C:14]([OH:17])=[CH:15][CH:16]=1.[CH3:44][C:43]([OH:46])=[O:45]. (3) Given the reactants [CH2:1]([O:3][C:4]1[CH:5]=[C:6]([C:13]([O:21]C)(OC)[CH2:14][CH2:15][C:16]([O-:18])=O)[CH:7]=[CH:8][C:9]=1[O:10][CH2:11][CH3:12])[CH3:2].[K+].ClC1C=C(Cl)C=C(Cl)C=1C(Cl)=O.[C:36]1([C:42]2[S:43][C:44]([NH2:53])=[C:45]([C:47]3[CH:52]=[CH:51][CH:50]=[CH:49][CH:48]=3)[N:46]=2)[CH:41]=[CH:40][CH:39]=[CH:38][CH:37]=1.Cl, predict the reaction product. The product is: [CH2:1]([O:3][C:4]1[CH:5]=[C:6]([C:13](=[O:21])[CH2:14][CH2:15][C:16]([NH:53][C:44]2[S:43][C:42]([C:36]3[CH:41]=[CH:40][CH:39]=[CH:38][CH:37]=3)=[N:46][C:45]=2[C:47]2[CH:48]=[CH:49][CH:50]=[CH:51][CH:52]=2)=[O:18])[CH:7]=[CH:8][C:9]=1[O:10][CH2:11][CH3:12])[CH3:2]. (4) Given the reactants [C:1]([O:4][C@H:5]1[C@@H:9]([O:10][C:11](=[O:13])[CH3:12])[C@H:8]([N:14]2[CH:22]=[N:21][C:20]3[C:15]2=[N:16][C:17]([C:24]#[N:25])=[N:18][C:19]=3Cl)[O:7][C@@H:6]1[CH2:26][O:27][C:28](=[O:30])[CH3:29])(=[O:3])[CH3:2].[CH3:31][C:32]1[CH:37]=[CH:36][C:35]([CH:38]([C:41]2[CH:46]=[CH:45][C:44]([CH3:47])=[CH:43][CH:42]=2)[CH2:39][NH2:40])=[CH:34][CH:33]=1, predict the reaction product. The product is: [C:1]([O:4][C@H:5]1[C@@H:9]([O:10][C:11](=[O:13])[CH3:12])[C@H:8]([N:14]2[CH:22]=[N:21][C:20]3[C:15]2=[N:16][C:17]([C:24]#[N:25])=[N:18][C:19]=3[NH:40][CH2:39][CH:38]([C:35]2[CH:34]=[CH:33][C:32]([CH3:31])=[CH:37][CH:36]=2)[C:41]2[CH:46]=[CH:45][C:44]([CH3:47])=[CH:43][CH:42]=2)[O:7][C@@H:6]1[CH2:26][O:27][C:28](=[O:30])[CH3:29])(=[O:3])[CH3:2]. (5) Given the reactants [O:1]1[CH:6]=[CH:5][CH2:4][CH2:3][C:2]1=[O:7].[CH2:8](O)[C:9]#[C:10][CH2:11][OH:12].CC1C=CC(S(O)(=O)=O)=CC=1.C(=O)(O)[O-].[Na+].C(=O)([O-])[O-].[K+].[K+], predict the reaction product. The product is: [O:1]1[CH2:6][CH2:5][CH2:4][CH2:3][CH:2]1[O:7][CH2:8][C:9]#[C:10][CH2:11][OH:12]. (6) Given the reactants [Si:1]([O:8][CH2:9][C@H:10]1[O:15][C@:14]([C:18]2[CH:23]=[CH:22][C:21]([Cl:24])=[C:20]([CH2:25][C:26]3[CH:31]=[CH:30][C:29]([O:32][C:33]([F:36])([F:35])[F:34])=[CH:28][CH:27]=3)[CH:19]=2)([O:16][CH3:17])[C@H:13]([OH:37])[C@@H:12]([OH:38])[C@@H:11]1[OH:39])([C:4]([CH3:7])([CH3:6])[CH3:5])([CH3:3])[CH3:2].[H-].[Na+].[CH2:42](Br)[C:43]1[CH:48]=[CH:47][CH:46]=[CH:45][CH:44]=1, predict the reaction product. The product is: [C:4]([Si:1]([CH3:3])([CH3:2])[O:8][CH2:9][C@@H:10]1[C@@H:11]([O:39][CH2:42][C:43]2[CH:48]=[CH:47][CH:46]=[CH:45][CH:44]=2)[C@H:12]([O:38][CH2:25][C:26]2[CH:31]=[CH:30][CH:29]=[CH:28][CH:27]=2)[C@@H:13]([O:37][CH2:14][C:18]2[CH:23]=[CH:22][CH:21]=[CH:20][CH:19]=2)[C@@:14]([C:18]2[CH:23]=[CH:22][C:21]([Cl:24])=[C:20]([CH2:25][C:26]3[CH:31]=[CH:30][C:29]([O:32][C:33]([F:36])([F:35])[F:34])=[CH:28][CH:27]=3)[CH:19]=2)([O:16][CH3:17])[O:15]1)([CH3:6])([CH3:7])[CH3:5]. (7) The product is: [C:19]1([CH:7]([C:1]2[CH:6]=[CH:5][CH:4]=[CH:3][CH:2]=2)[N:8]2[C:13](=[O:14])[CH:12]=[CH:11][C:10]([C:15]([OH:17])=[O:16])=[CH:9]2)[CH:20]=[CH:21][CH:22]=[CH:23][CH:24]=1. Given the reactants [C:1]1([CH:7]([C:19]2[CH:24]=[CH:23][CH:22]=[CH:21][CH:20]=2)[N:8]2[C:13](=[O:14])[CH:12]=[CH:11][C:10]([C:15]([O:17]C)=[O:16])=[CH:9]2)[CH:6]=[CH:5][CH:4]=[CH:3][CH:2]=1.C1COCC1.CO.[OH-].[Na+], predict the reaction product.